The task is: Predict the product of the given reaction.. This data is from Forward reaction prediction with 1.9M reactions from USPTO patents (1976-2016). Given the reactants [CH3:1][O:2][C:3]1[C:12]([O:13][CH3:14])=[C:11]2[C:6]([C:7]([NH:15][C:16]3([CH3:21])[CH2:20][CH2:19][O:18][CH2:17]3)=[N:8][CH:9]=[N:10]2)=[CH:5][CH:4]=1.[H-].[Na+].[CH2:24]1COCC1, predict the reaction product. The product is: [CH3:1][O:2][C:3]1[C:12]([O:13][CH3:14])=[C:11]2[C:6]([C:7]([N:15]([CH3:24])[C:16]3([CH3:21])[CH2:20][CH2:19][O:18][CH2:17]3)=[N:8][CH:9]=[N:10]2)=[CH:5][CH:4]=1.